Dataset: Catalyst prediction with 721,799 reactions and 888 catalyst types from USPTO. Task: Predict which catalyst facilitates the given reaction. (1) Reactant: [CH:1]([S:4][C:5]1[CH:12]=[CH:11][CH:10]=[CH:9][C:6]=1[C:7]#[N:8])([CH3:3])[CH3:2].B.C1COCC1.[ClH:19]. Product: [ClH:19].[CH:1]([S:4][C:5]1[CH:12]=[CH:11][CH:10]=[CH:9][C:6]=1[CH2:7][NH2:8])([CH3:3])[CH3:2]. The catalyst class is: 1. (2) Reactant: BrB(Br)Br.[Cl:5][C:6]1[C:16]([O:17]C)=[CH:15][C:9]([C:10]([O:12]CC)=[O:11])=[CH:8][C:7]=1[O:19]C.O. Product: [Cl:5][C:6]1[C:16]([OH:17])=[CH:15][C:9]([C:10]([OH:12])=[O:11])=[CH:8][C:7]=1[OH:19]. The catalyst class is: 2. (3) Product: [Br:1][C:2]1[C:7]([OH:8])=[CH:6][CH:5]=[C:4]([I:15])[N:3]=1. Reactant: [Br:1][C:2]1[C:7]([OH:8])=[CH:6][CH:5]=[CH:4][N:3]=1.C(=O)([O-])[O-].[Na+].[Na+].[I:15]I.Cl. The catalyst class is: 69. (4) Reactant: [F:1][C:2]1[CH:11]=[C:10]2[C:5]([C:6](=[O:13])[NH:7][C:8]([CH3:12])=[N:9]2)=[CH:4][C:3]=1[N:14]1[CH2:19][CH2:18][O:17][CH2:16][CH2:15]1.[N+:20]([C:23]1[O:27][C:26]([CH:28]=O)=[CH:25][CH:24]=1)([O-:22])=[O:21].S(=O)(=O)(O)O. Product: [F:1][C:2]1[CH:11]=[C:10]2[C:5]([C:6](=[O:13])[NH:7][C:8]([CH:12]=[CH:28][C:26]3[O:27][C:23]([N+:20]([O-:22])=[O:21])=[CH:24][CH:25]=3)=[N:9]2)=[CH:4][C:3]=1[N:14]1[CH2:19][CH2:18][O:17][CH2:16][CH2:15]1. The catalyst class is: 15. (5) Reactant: [Cl:1][C:2]1[CH:3]=[C:4]([CH:9]=[C:10]([N+:14]([O-:16])=[O:15])[C:11]=1[O:12]C)[C:5]([O:7]C)=[O:6].[OH-].[K+].Cl.O. Product: [Cl:1][C:2]1[CH:3]=[C:4]([CH:9]=[C:10]([N+:14]([O-:16])=[O:15])[C:11]=1[OH:12])[C:5]([OH:7])=[O:6]. The catalyst class is: 16. (6) Reactant: O.[OH-].[Li+].[F:4][C:5]1[CH:6]=[CH:7][C:8]([O:37][CH2:38][CH2:39][CH2:40][N:41]2[CH2:45][CH2:44][CH2:43][C:42]2=[O:46])=[C:9](/[CH:11]=[CH:12]/[CH:13]([CH2:26][C:27]2[CH:32]=[CH:31][C:30]([C:33]([O:35]C)=[O:34])=[CH:29][CH:28]=2)[CH2:14][CH2:15][C:16]2[CH:25]=[CH:24][C:19]([C:20]([O:22]C)=[O:21])=[CH:18][CH:17]=2)[CH:10]=1.Cl. Product: [C:33]([C:30]1[CH:29]=[CH:28][C:27]([CH2:26][CH:13](/[CH:12]=[CH:11]/[C:9]2[CH:10]=[C:5]([F:4])[CH:6]=[CH:7][C:8]=2[O:37][CH2:38][CH2:39][CH2:40][N:41]2[CH2:45][CH2:44][CH2:43][C:42]2=[O:46])[CH2:14][CH2:15][C:16]2[CH:17]=[CH:18][C:19]([C:20]([OH:22])=[O:21])=[CH:24][CH:25]=2)=[CH:32][CH:31]=1)([OH:35])=[O:34]. The catalyst class is: 20.